From a dataset of Peptide-MHC class II binding affinity with 134,281 pairs from IEDB. Regression. Given a peptide amino acid sequence and an MHC pseudo amino acid sequence, predict their binding affinity value. This is MHC class II binding data. (1) The MHC is HLA-DPA10301-DPB10402 with pseudo-sequence HLA-DPA10301-DPB10402. The peptide sequence is STVVASVTIIDRSLP. The binding affinity (normalized) is 0.576. (2) The peptide sequence is TVLKQLVKSGVLAMS. The MHC is DRB1_1101 with pseudo-sequence DRB1_1101. The binding affinity (normalized) is 0.540. (3) The peptide sequence is KMIGGIGGFVKVRQYDQILI. The MHC is HLA-DQA10501-DQB10301 with pseudo-sequence HLA-DQA10501-DQB10301. The binding affinity (normalized) is 0.355. (4) The peptide sequence is SQNLELSWNLNGLQAY. The binding affinity (normalized) is 0.641. The MHC is HLA-DQA10101-DQB10501 with pseudo-sequence HLA-DQA10101-DQB10501. (5) The binding affinity (normalized) is 0. The peptide sequence is SSNPTILSEGNSFTA. The MHC is HLA-DPA10201-DPB11401 with pseudo-sequence HLA-DPA10201-DPB11401. (6) The peptide sequence is VNKMLAVLDTNILWV. The MHC is DRB4_0101 with pseudo-sequence DRB4_0103. The binding affinity (normalized) is 0.421. (7) The peptide sequence is VENVRVAYGKCDSAG. The binding affinity (normalized) is 0.177. The MHC is DRB1_0301 with pseudo-sequence DRB1_0301.